Predict the product of the given reaction. From a dataset of Forward reaction prediction with 1.9M reactions from USPTO patents (1976-2016). (1) Given the reactants [CH2:1]([O:3][C:4]1[CH:13]=[CH:12][C:11]2[C:6](=[CH:7][CH:8]=[CH:9][CH:10]=2)[C:5]=1[C:14]([NH:16][CH:17]([CH2:27][C:28]1[CH:33]=[CH:32][C:31]([C:34]([F:37])([F:36])[F:35])=[CH:30][CH:29]=1)[C:18]([C:20]1[CH:25]=[CH:24][C:23]([F:26])=[CH:22][CH:21]=1)=[O:19])=[O:15])[CH3:2].[BH4-].[Na+].Cl, predict the reaction product. The product is: [CH2:1]([O:3][C:4]1[CH:13]=[CH:12][C:11]2[C:6](=[CH:7][CH:8]=[CH:9][CH:10]=2)[C:5]=1[C:14]([NH:16][CH:17]([CH2:27][C:28]1[CH:29]=[CH:30][C:31]([C:34]([F:37])([F:35])[F:36])=[CH:32][CH:33]=1)[CH:18]([C:20]1[CH:25]=[CH:24][C:23]([F:26])=[CH:22][CH:21]=1)[OH:19])=[O:15])[CH3:2]. (2) Given the reactants Cl.[Cl:2][C:3]1[CH:8]=[CH:7][C:6]([C:9]2[CH:10]=[CH:11][C:12]([C:15]#[C:16][C:17]3[CH:35]=[CH:34][C:20]([O:21][CH2:22][CH2:23][N:24]4[CH2:29][CH2:28][CH:27]([CH2:30][N:31]([CH3:33])[CH3:32])[CH2:26][CH2:25]4)=[CH:19][CH:18]=3)=[N:13][CH:14]=2)=[CH:5][CH:4]=1, predict the reaction product. The product is: [ClH:2].[Cl:2][C:3]1[CH:8]=[CH:7][C:6]([C:9]2[CH:10]=[CH:11][C:12]([C:15]#[C:16][C:17]3[CH:18]=[CH:19][C:20]([O:21][CH2:22][CH2:23][N:24]4[CH2:29][CH2:28][CH:27]([CH2:30][N:31]([CH3:33])[CH3:32])[CH2:26][CH2:25]4)=[CH:34][CH:35]=3)=[N:13][CH:14]=2)=[CH:5][CH:4]=1. (3) Given the reactants [CH2:1]([N:3]([CH:27]1[CH2:32][CH2:31][O:30][CH2:29][CH2:28]1)[C:4]1[C:5]([CH3:26])=[C:6]([C:23](O)=[O:24])[CH:7]=[C:8]([C:10]2[CH:15]=[CH:14][C:13]([CH2:16][N:17]3[CH2:22][CH2:21][O:20][CH2:19][CH2:18]3)=[CH:12][CH:11]=2)[CH:9]=1)[CH3:2].[Cl:33][C:34]1[C:39]([CH2:40][NH2:41])=[C:38]([Cl:42])[CH:37]=[C:36]([CH3:43])[N:35]=1.C1CN([P+](ON2N=NC3C=CC=CC2=3)(N2CCCC2)N2CCCC2)CC1.F[P-](F)(F)(F)(F)F.C(N(CC)CC)C, predict the reaction product. The product is: [Cl:33][C:34]1[C:39]([CH2:40][NH:41][C:23]([C:6]2[CH:7]=[C:8]([C:10]3[CH:15]=[CH:14][C:13]([CH2:16][N:17]4[CH2:18][CH2:19][O:20][CH2:21][CH2:22]4)=[CH:12][CH:11]=3)[CH:9]=[C:4]([N:3]([CH2:1][CH3:2])[CH:27]3[CH2:28][CH2:29][O:30][CH2:31][CH2:32]3)[C:5]=2[CH3:26])=[O:24])=[C:38]([Cl:42])[CH:37]=[C:36]([CH3:43])[N:35]=1. (4) Given the reactants [Br:1][C:2]1[CH:3]=[C:4]([CH:8]=[C:9]([F:13])[C:10]=1[O:11][CH3:12])[C:5]([OH:7])=O.F[P-](F)(F)(F)(F)F.N1(OC(N(C)C)=[N+](C)C)C2N=CC=CC=2N=N1.Cl.[CH3:39][O:40][C:41]([C:43]1([NH2:52])[CH2:51][C:50]2[C:45](=[CH:46][CH:47]=[CH:48][CH:49]=2)[CH2:44]1)=[O:42], predict the reaction product. The product is: [CH3:39][O:40][C:41]([C:43]1([NH:52][C:5](=[O:7])[C:4]2[CH:8]=[C:9]([F:13])[C:10]([O:11][CH3:12])=[C:2]([Br:1])[CH:3]=2)[CH2:51][C:50]2[C:45](=[CH:46][CH:47]=[CH:48][CH:49]=2)[CH2:44]1)=[O:42]. (5) Given the reactants [C:1]([C:3]1[C:4]([N:17]2[CH2:22]CC(C(O)=O)C[CH2:18]2)=[N:5][C:6]([CH3:16])=[C:7]([C:9]2[O:10][C:11]([CH2:14][CH3:15])=[CH:12][N:13]=2)[CH:8]=1)#[N:2].CN(C(ON1N=NC2C=[CH:38][CH:39]=NC1=2)=[N+](C)C)C.F[P-](F)(F)(F)(F)F.CCN(C(C)C)C(C)C.[C:59]1([CH2:65][S:66]([NH2:69])(=[O:68])=[O:67])[CH:64]=[CH:63][CH:62]=[CH:61][CH:60]=1.CCN=C=NCCCN(C)C.C1C=CC2N([OH:90])N=NC=2C=1, predict the reaction product. The product is: [CH2:65]([S:66]([NH:69][C:38]([CH:39]1[CH2:18][N:17]([C:4]2[C:3]([C:1]#[N:2])=[CH:8][C:7]([C:9]3[O:10][C:11]([CH2:14][CH3:15])=[CH:12][N:13]=3)=[C:6]([CH3:16])[N:5]=2)[CH2:22]1)=[O:90])(=[O:67])=[O:68])[C:59]1[CH:60]=[CH:61][CH:62]=[CH:63][CH:64]=1. (6) Given the reactants [Si:1]([O:8][CH2:9][CH2:10][CH2:11][N:12]1[C:17](=[O:18])[C:16]2[C:19]([CH:24]([OH:29])[CH2:25][CH:26]([CH3:28])[CH3:27])=[C:20](Cl)[N:21]=[CH:22][C:15]=2[N:14]([CH3:30])[C:13]1=[O:31])([C:4]([CH3:7])([CH3:6])[CH3:5])([CH3:3])[CH3:2].[Cl:32][C:33]1[CH:38]=[CH:37][C:36](B(O)O)=[CH:35][CH:34]=1.C([O-])(O)=O.[Na+].[O-]P([O-])([O-])=O.[K+].[K+].[K+], predict the reaction product. The product is: [Si:1]([O:8][CH2:9][CH2:10][CH2:11][N:12]1[C:17](=[O:18])[C:16]2[C:19]([CH:24]([OH:29])[CH2:25][CH:26]([CH3:28])[CH3:27])=[C:20]([C:36]3[CH:37]=[CH:38][C:33]([Cl:32])=[CH:34][CH:35]=3)[N:21]=[CH:22][C:15]=2[N:14]([CH3:30])[C:13]1=[O:31])([C:4]([CH3:7])([CH3:5])[CH3:6])([CH3:3])[CH3:2]. (7) Given the reactants [C:1]1([NH:7][C:8]2[CH:13]=[CH:12][CH:11]=[CH:10][C:9]=2[NH2:14])[CH:6]=[CH:5][CH:4]=[CH:3][CH:2]=1.C([O-])([O-])=O.[K+].[K+].Br[CH2:22][C:23]([N:25]1[C:31]2[CH:32]=[CH:33][CH:34]=[CH:35][C:30]=2[CH2:29][CH2:28][CH2:27][CH2:26]1)=[O:24].CCOC(C)=O, predict the reaction product. The product is: [O:24]=[C:23]([N:25]1[C:31]2[CH:32]=[CH:33][CH:34]=[CH:35][C:30]=2[CH2:29][CH2:28][CH2:27][CH2:26]1)[CH2:22][NH:14][C:9]1[C:8]([NH:7][C:1]2[CH:2]=[CH:3][CH:4]=[CH:5][CH:6]=2)=[CH:13][CH:12]=[CH:11][CH:10]=1.